From a dataset of Forward reaction prediction with 1.9M reactions from USPTO patents (1976-2016). Predict the product of the given reaction. (1) Given the reactants Br[C:2]1[C:3]([C:13]([O:15][CH2:16][CH3:17])=[O:14])=[N:4][N:5]([CH:7]2[CH2:12][CH2:11][CH2:10][CH2:9][O:8]2)[CH:6]=1.N1C=CC=N1.CC1(C)OB([C:29]2[CH:34]=[CH:33][N:32]=[C:31]3[NH:35][CH:36]=[CH:37][C:30]=23)OC1(C)C.C([O-])(O)=O.[Na+], predict the reaction product. The product is: [O:8]1[CH2:9][CH2:10][CH2:11][CH2:12][CH:7]1[N:5]1[CH:6]=[C:2]([C:29]2[CH:34]=[CH:33][N:32]=[C:31]3[NH:35][CH:36]=[CH:37][C:30]=23)[C:3]([C:13]([O:15][CH2:16][CH3:17])=[O:14])=[N:4]1. (2) Given the reactants [CH2:1]([O:3][C:4]1[CH:5]=[C:6]([CH:28]=[C:29]([O:32][CH2:33][CH3:34])[C:30]=1I)[CH2:7][N:8]1[CH2:11][C:10]2([CH2:15][C:14]([N:16]3[CH2:21][CH2:20][C:19]([CH3:27])([C:22]([O:24]CC)=[O:23])[CH2:18][CH2:17]3)=[N:13][O:12]2)[CH2:9]1)[CH3:2].[F:35][C:36]1[C:41]([F:42])=[C:40]([F:43])[CH:39]=[CH:38][C:37]=1B(O)O, predict the reaction product. The product is: [CH2:1]([O:3][C:4]1[CH:5]=[C:6]([CH2:7][N:8]2[CH2:9][C:10]3([CH2:15][C:14]([N:16]4[CH2:21][CH2:20][C:19]([CH3:27])([C:22]([OH:24])=[O:23])[CH2:18][CH2:17]4)=[N:13][O:12]3)[CH2:11]2)[CH:28]=[C:29]([O:32][CH2:33][CH3:34])[C:30]=1[C:39]1[CH:38]=[CH:37][C:36]([F:35])=[C:41]([F:42])[C:40]=1[F:43])[CH3:2]. (3) Given the reactants [H-].[Na+].[CH2:3]([NH:10][C:11]([C:13]1[CH:14]=[C:15]2[C:19](=[CH:20][CH:21]=1)[NH:18][C:17](=[O:22])[CH2:16]2)=[O:12])[C:4]1[CH:9]=[CH:8][CH:7]=[CH:6][CH:5]=1.[Cl:23][C:24]1[N:29]=[CH:28][C:27]([S:30]([N:33]2[CH2:38][CH2:37][N:36]([CH3:39])[CH2:35][CH2:34]2)(=[O:32])=[O:31])=[CH:26][CH:25]=1.C(=O)([O-])O.[Na+], predict the reaction product. The product is: [ClH:23].[CH2:3]([NH:10][C:11]([C:13]1[CH:14]=[C:15]2[C:19](=[CH:20][CH:21]=1)[NH:18][C:17]([OH:22])=[C:16]2[C:24]1[CH:25]=[CH:26][C:27]([S:30]([N:33]2[CH2:38][CH2:37][N:36]([CH3:39])[CH2:35][CH2:34]2)(=[O:32])=[O:31])=[CH:28][N:29]=1)=[O:12])[C:4]1[CH:5]=[CH:6][CH:7]=[CH:8][CH:9]=1.